Dataset: Catalyst prediction with 721,799 reactions and 888 catalyst types from USPTO. Task: Predict which catalyst facilitates the given reaction. (1) Reactant: [CH2:1]([O:3][CH:4]([O:13][CH2:14][CH3:15])[C:5](=O)[CH2:6][C:7]([O:9]CC)=O)[CH3:2].Cl.[CH:17]1([C:20](=[NH:22])[NH2:21])[CH2:19][CH2:18]1.C[O-].[Na+]. Product: [CH:17]1([C:20]2[NH:22][C:5]([CH:4]([O:3][CH2:1][CH3:2])[O:13][CH2:14][CH3:15])=[CH:6][C:7](=[O:9])[N:21]=2)[CH2:19][CH2:18]1. The catalyst class is: 5. (2) Reactant: [NH2:1][C:2]1([C:8]([OH:10])=[O:9])[CH2:7][CH2:6][CH2:5][CH2:4][CH2:3]1.[C:11]([Cl:14])(=O)C. Product: [ClH:14].[CH3:11][O:9][C:8]([C:2]1([NH2:1])[CH2:7][CH2:6][CH2:5][CH2:4][CH2:3]1)=[O:10]. The catalyst class is: 5.